From a dataset of Forward reaction prediction with 1.9M reactions from USPTO patents (1976-2016). Predict the product of the given reaction. (1) Given the reactants [H-].[Na+].C(OC([N:10]1[CH2:26][CH2:25][C:13]2([N:17]([C:18]3[CH:23]=[CH:22][CH:21]=[CH:20][CH:19]=3)[CH2:16][NH:15][C:14]2=[O:24])[CH2:12][CH2:11]1)=O)(C)(C)C.[CH2:27](Br)[C:28]1[CH:33]=[CH:32][CH:31]=[CH:30][CH:29]=1.[Br:35][C:36]1[C:37](=[O:50])[N:38]([C:44]2[CH:49]=[CH:48][CH:47]=[CH:46][CH:45]=2)[N:39]([CH3:43])[C:40]=1[CH2:41]Br.C(N(C(C)C)CC)(C)C, predict the reaction product. The product is: [CH2:27]([N:15]1[C:14](=[O:24])[C:13]2([CH2:12][CH2:11][N:10]([CH2:41][C:40]3[N:39]([CH3:43])[N:38]([C:44]4[CH:45]=[CH:46][CH:47]=[CH:48][CH:49]=4)[C:37](=[O:50])[C:36]=3[Br:35])[CH2:26][CH2:25]2)[N:17]([C:18]2[CH:23]=[CH:22][CH:21]=[CH:20][CH:19]=2)[CH2:16]1)[C:28]1[CH:33]=[CH:32][CH:31]=[CH:30][CH:29]=1. (2) Given the reactants [NH2:1][C:2]1[S:3][CH:4]=[CH:5][C:6]=1[C:7]([NH2:9])=[O:8].C(=O)([O-])O.[Na+].[F:15][C:16]([F:21])([F:20])[C:17](O)=[O:18].Cl, predict the reaction product. The product is: [F:15][C:16]([F:21])([F:20])[C:17]([NH:1][C:2]1[S:3][CH:4]=[CH:5][C:6]=1[C:7]([NH2:9])=[O:8])=[O:18]. (3) Given the reactants [Cl:1][CH2:2][CH2:3][C:4]([C:22]1[CH:27]=[CH:26][CH:25]=[CH:24][CH:23]=1)=[C:5]([C:12]1[CH:21]=[CH:20][C:15]([O:16][CH2:17][CH2:18][OH:19])=[CH:14][CH:13]=1)[C:6]1[CH:11]=[CH:10][CH:9]=[CH:8][CH:7]=1.[H-].[Na+].[CH3:30][CH2:31][O:32][C:33]([CH2:35]Br)=[O:34], predict the reaction product. The product is: [CH2:31]([O:32][C:33](=[O:34])[CH2:35][O:19][CH2:18][CH2:17][O:16][C:15]1[CH:14]=[CH:13][C:12]([C:5]([C:6]2[CH:7]=[CH:8][CH:9]=[CH:10][CH:11]=2)=[C:4]([C:22]2[CH:23]=[CH:24][CH:25]=[CH:26][CH:27]=2)[CH2:3][CH2:2][Cl:1])=[CH:21][CH:20]=1)[CH3:30]. (4) Given the reactants [F:1][C:2]([F:7])([F:6])[C:3]([O-:5])=[O:4].[CH3:8][CH:9]([NH+:18]1[CH2:23][CH2:22][CH2:21][CH2:20][C@@H:19]1[C:24]([NH:26][C@H:27]([C:29]1[CH:38]=[CH:37][C:32]([C:33]([O:35]C)=[O:34])=[CH:31][CH:30]=1)[CH3:28])=[O:25])[CH2:10][O:11][C:12]1[CH:17]=[CH:16][CH:15]=[CH:14][CH:13]=1.CO.[OH-].[Na+], predict the reaction product. The product is: [F:1][C:2]([F:7])([F:6])[C:3]([O-:5])=[O:4].[CH3:8][CH:9]([NH+:18]1[CH2:23][CH2:22][CH2:21][CH2:20][C@@H:19]1[C:24]([NH:26][C@H:27]([C:29]1[CH:30]=[CH:31][C:32]([C:33]([OH:35])=[O:34])=[CH:37][CH:38]=1)[CH3:28])=[O:25])[CH2:10][O:11][C:12]1[CH:13]=[CH:14][CH:15]=[CH:16][CH:17]=1.